This data is from Full USPTO retrosynthesis dataset with 1.9M reactions from patents (1976-2016). The task is: Predict the reactants needed to synthesize the given product. (1) Given the product [CH3:1][O:2][C:3]1[CH:36]=[C:35]([O:37][CH3:38])[CH:34]=[CH:33][C:4]=1[CH2:5][NH:6][C:7]1[C:12]([NH2:13])=[CH:11][N:10]=[C:9]([C:16]2[C:24]3[C:19](=[N:20][CH:21]=[CH:22][CH:23]=3)[N:18]([CH2:25][C:26]3[CH:31]=[CH:30][CH:29]=[CH:28][C:27]=3[F:32])[N:17]=2)[N:8]=1, predict the reactants needed to synthesize it. The reactants are: [CH3:1][O:2][C:3]1[CH:36]=[C:35]([O:37][CH3:38])[CH:34]=[CH:33][C:4]=1[CH2:5][NH:6][C:7]1[C:12]([N+:13]([O-])=O)=[CH:11][N:10]=[C:9]([C:16]2[C:24]3[C:19](=[N:20][CH:21]=[CH:22][CH:23]=3)[N:18]([CH2:25][C:26]3[CH:31]=[CH:30][CH:29]=[CH:28][C:27]=3[F:32])[N:17]=2)[N:8]=1. (2) The reactants are: [BH4-].[Na+].[F:3][C:4]([F:22])([F:21])[O:5][C:6]1[CH:7]=[C:8]([CH:18]=[CH:19][CH:20]=1)[O:9][C:10]1[CH:17]=[CH:16][CH:15]=[CH:14][C:11]=1[CH:12]=[O:13].S([O-])(O)(=O)=O.[Na+].[H][H]. Given the product [F:3][C:4]([F:21])([F:22])[O:5][C:6]1[CH:7]=[C:8]([CH:18]=[CH:19][CH:20]=1)[O:9][C:10]1[CH:17]=[CH:16][CH:15]=[CH:14][C:11]=1[CH2:12][OH:13], predict the reactants needed to synthesize it. (3) Given the product [Cl:14][C:13]1[C:8]2[N:9]([CH:19]=[C:6]([C:4]([NH:32][S:29]([C:22]3[CH:23]=[C:24]([O:27][CH3:28])[CH:25]=[CH:26][C:21]=3[Cl:20])(=[O:31])=[O:30])=[O:5])[N:7]=2)[CH:10]=[C:11]([C:15]([F:16])([F:17])[F:18])[CH:12]=1, predict the reactants needed to synthesize it. The reactants are: C(O[C:4]([C:6]1[N:7]=[C:8]2[C:13]([Cl:14])=[CH:12][C:11]([C:15]([F:18])([F:17])[F:16])=[CH:10][N:9]2[CH:19]=1)=[O:5])C.[Cl:20][C:21]1[CH:26]=[CH:25][C:24]([O:27][CH3:28])=[CH:23][C:22]=1[S:29]([NH2:32])(=[O:31])=[O:30].[Cl-].C([Al+]CC)C.C(O)(=O)C. (4) Given the product [CH3:25][NH:26][C:16]([C@@H:14]1[O:13][C:12](=[O:23])[N:11]([C:9]2[CH:8]=[CH:7][C:6]3[N:2]([CH3:1])[C:3](=[O:24])[S:4][C:5]=3[CH:10]=2)[CH2:15]1)=[O:18], predict the reactants needed to synthesize it. The reactants are: [CH3:1][N:2]1[C:6]2[CH:7]=[CH:8][C:9]([N:11]3[CH2:15][C@H:14]([C:16]([O:18]CCCC)=O)[O:13][C:12]3=[O:23])=[CH:10][C:5]=2[S:4][C:3]1=[O:24].[CH3:25][NH2:26]. (5) Given the product [NH2:1][CH2:31][C:29]1[CH:28]=[N:27][N:26]([CH2:25][C@@H:21]2[C@H:20]([NH:19][C:17](=[O:18])/[C:16](=[N:37]\[O:38][C:39]3([C:42]([O:44][CH:45]([C:52]4[CH:57]=[CH:56][CH:55]=[CH:54][CH:53]=4)[C:46]4[CH:51]=[CH:50][CH:49]=[CH:48][CH:47]=4)=[O:43])[CH2:41][CH2:40]3)/[C:14]3[N:15]=[C:11]([NH:10][C:8]([O:7][C:3]([CH3:5])([CH3:4])[CH3:6])=[O:9])[S:12][CH:13]=3)[C:23](=[O:24])[NH:22]2)[N:30]=1, predict the reactants needed to synthesize it. The reactants are: [NH4+:1].[OH-].[C:3]([O:7][C:8]([NH:10][C:11]1[S:12][CH:13]=[C:14](/[C:16](=[N:37]/[O:38][C:39]2([C:42]([O:44][CH:45]([C:52]3[CH:57]=[CH:56][CH:55]=[CH:54][CH:53]=3)[C:46]3[CH:51]=[CH:50][CH:49]=[CH:48][CH:47]=3)=[O:43])[CH2:41][CH2:40]2)/[C:17]([NH:19][C@@H:20]2[C:23](=[O:24])[NH:22][C@@H:21]2[CH2:25][N:26]2[N:30]=[C:29]([CH2:31]OS(C)(=O)=O)[CH:28]=[N:27]2)=[O:18])[N:15]=1)=[O:9])([CH3:6])([CH3:5])[CH3:4]. (6) Given the product [C:24]1([N:23]2[C:18]3[CH2:17][CH2:16][C:15]4[CH:14]=[N:13][C:12]5[NH:8][N:9]=[CH:10][C:11]=5[C:20]=4[C:19]=3[CH:21]=[N:22]2)[CH:25]=[CH:26][CH:27]=[CH:28][CH:29]=1, predict the reactants needed to synthesize it. The reactants are: COC1C=CC(C[N:8]2[C:12]3[N:13]=[CH:14][C:15]4[CH2:16][CH2:17][C:18]5[N:23]([C:24]6[CH:29]=[CH:28][CH:27]=[CH:26][CH:25]=6)[N:22]=[CH:21][C:19]=5[C:20]=4[C:11]=3[CH:10]=[N:9]2)=CC=1.O.C(=O)([O-])[O-].[K+].[K+]. (7) Given the product [CH3:26][O:27][C:7]1[CH:6]=[CH:5][CH:4]=[CH:3][C:2]=1[CH2:1][C:8]1[CH:24]=[CH:23][C:11]2[S:12][C:13]([C:16]3[CH:21]=[CH:20][N:19]=[C:18]([NH2:22])[N:17]=3)=[C:14]([CH3:15])[C:10]=2[CH:9]=1, predict the reactants needed to synthesize it. The reactants are: [CH2:1]([C:8]1[CH:24]=[CH:23][C:11]2[S:12][C:13]([C:16]3[CH:21]=[CH:20][N:19]=[C:18]([NH2:22])[N:17]=3)=[C:14]([CH3:15])[C:10]=2[CH:9]=1)[C:2]1[CH:7]=[CH:6][CH:5]=[CH:4][CH:3]=1.[Br-].[CH3:26][O:27]C1C=CC=CC=1C[Zn+].[Br-].C([Zn+])C1C=CC=CC=1. (8) The reactants are: [CH2:1]([O:4][C:5]1[CH:10]=[CH:9][C:8]([C:11]2[O:12][C:13]3[CH:19]=[C:18]([OH:20])[CH:17]=[CH:16][C:14]=3[CH:15]=2)=[CH:7][CH:6]=1)[CH2:2][CH3:3].[H-].[Na+].CC1C=CC(S(O[CH2:34][C@@H:35]([NH:37][C:38]([O:40][C:41]([CH3:44])([CH3:43])[CH3:42])=[O:39])[CH3:36])(=O)=O)=CC=1.O. Given the product [CH2:1]([O:4][C:5]1[CH:10]=[CH:9][C:8]([C:11]2[O:12][C:13]3[CH:19]=[C:18]([O:20][CH2:36][C@@H:35]([NH:37][C:38](=[O:39])[O:40][C:41]([CH3:42])([CH3:44])[CH3:43])[CH3:34])[CH:17]=[CH:16][C:14]=3[CH:15]=2)=[CH:7][CH:6]=1)[CH2:2][CH3:3], predict the reactants needed to synthesize it. (9) Given the product [C:37]([C:35]1[CH:36]=[C:32]([NH:31][C:30]([NH:8][CH2:7][C:6]2[CH:9]=[C:2]([F:1])[CH:3]=[CH:4][C:5]=2[O:10][C:11]2[CH:25]=[CH:24][C:14]3[C:15]([CH2:18][N:19]4[CH2:20][CH2:21][CH2:22][CH2:23]4)=[N:16][O:17][C:13]=3[CH:12]=2)=[O:29])[N:33]([CH3:41])[N:34]=1)([CH3:40])([CH3:38])[CH3:39], predict the reactants needed to synthesize it. The reactants are: [F:1][C:2]1[CH:3]=[CH:4][C:5]([O:10][C:11]2[CH:25]=[CH:24][C:14]3[C:15]([CH2:18][N:19]4[CH2:23][CH2:22][CH2:21][CH2:20]4)=[N:16][O:17][C:13]=3[CH:12]=2)=[C:6]([CH:9]=1)[CH2:7][NH2:8].FC(F)(F)C[O:29][C:30](=O)[NH:31][C:32]1[N:33]([CH3:41])[N:34]=[C:35]([C:37]([CH3:40])([CH3:39])[CH3:38])[CH:36]=1.C(N(C(C)C)CC)(C)C.